From a dataset of Forward reaction prediction with 1.9M reactions from USPTO patents (1976-2016). Predict the product of the given reaction. (1) Given the reactants [CH3:1][O:2][C:3]1[CH:8]=[C:7]([N:9]2[CH2:14][CH2:13][CH:12]([N:15](C)[C:16](=O)OCC3C=CC=CC=3)[CH2:11][CH2:10]2)[CH:6]=[CH:5][N:4]=1, predict the reaction product. The product is: [CH3:1][O:2][C:3]1[CH:8]=[C:7]([N:9]2[CH2:10][CH2:11][CH:12]([NH:15][CH3:16])[CH2:13][CH2:14]2)[CH:6]=[CH:5][N:4]=1. (2) Given the reactants N#N.[Br:3][C:4]1[S:5][C:6]([CH2:9][OH:10])=[CH:7][N:8]=1.CCN(CC)CC.[S:18](Cl)([CH3:21])(=[O:20])=[O:19], predict the reaction product. The product is: [CH3:21][S:18]([O:10][CH2:9][C:6]1[S:5][C:4]([Br:3])=[N:8][CH:7]=1)(=[O:20])=[O:19]. (3) Given the reactants O[N:2]1[C:6]2[CH:7]=[CH:8][CH:9]=[CH:10][C:5]=2N=N1.[CH2:11]([O:18][C:19](C12CCC(C(O)=O)(CC1)CC2)=[O:20])[C:12]1[CH:17]=[CH:16][CH:15]=[CH:14][CH:13]=1.Cl.CN(C)CCCN=C=N[CH2:41][CH3:42].Cl.[F:45][C:46]1([F:53])[CH2:51][CH2:50][CH:49]([NH2:52])[CH2:48][CH2:47]1.CN(C)[CH:56]=[O:57], predict the reaction product. The product is: [CH2:11]([O:18][C:19]([NH:2][C:6]12[CH2:42][CH2:41][C:9]([C:56]([NH:52][CH:49]3[CH2:50][CH2:51][C:46]([F:53])([F:45])[CH2:47][CH2:48]3)=[O:57])([CH2:8][CH2:7]1)[CH2:10][CH2:5]2)=[O:20])[C:12]1[CH:17]=[CH:16][CH:15]=[CH:14][CH:13]=1. (4) Given the reactants [Cl:1][C:2]1[CH:36]=[CH:35][C:5]([CH2:6][N:7]2[C:15]3[C:14](=[O:16])[N:13]([CH2:17][C:18]([OH:20])=O)[C:12](=[O:21])[N:11]([CH3:22])[C:10]=3[N:9]=[C:8]2[O:23][C:24]2[CH:29]=[CH:28][CH:27]=[C:26]([O:30][C:31]([F:34])([F:33])[F:32])[CH:25]=2)=[CH:4][CH:3]=1.[CH3:37][N:38]1[CH2:43][CH2:42][NH:41][CH2:40][CH2:39]1.F[P-](F)(F)(F)(F)F.N1(OC(N(C)C)=[N+](C)C)C2N=CC=CC=2N=N1, predict the reaction product. The product is: [Cl:1][C:2]1[CH:3]=[CH:4][C:5]([CH2:6][N:7]2[C:15]3[C:14](=[O:16])[N:13]([CH2:17][C:18]([N:41]4[CH2:42][CH2:43][N:38]([CH3:37])[CH2:39][CH2:40]4)=[O:20])[C:12](=[O:21])[N:11]([CH3:22])[C:10]=3[N:9]=[C:8]2[O:23][C:24]2[CH:29]=[CH:28][CH:27]=[C:26]([O:30][C:31]([F:33])([F:34])[F:32])[CH:25]=2)=[CH:35][CH:36]=1. (5) Given the reactants CO[C:3](=[O:20])[C:4]([OH:19])=[CH:5][C:6](=[O:18])[N:7]([CH2:10][C:11]1[CH:16]=[CH:15][CH:14]=[C:13]([F:17])[CH:12]=1)[O:8][CH3:9].C=O.CN.ClC1C=C(C=CC=1Cl)[CH2:29][N:30](C)[C:31](C1CN(C)C(=O)C=1O)=O, predict the reaction product. The product is: [F:17][C:13]1[CH:12]=[C:11]([CH:16]=[CH:15][CH:14]=1)[CH2:10][N:7]([O:8][CH3:9])[C:6]([C:5]1[CH2:29][N:30]([CH3:31])[C:3](=[O:20])[C:4]=1[OH:19])=[O:18]. (6) Given the reactants [CH:1]1[C:6]([OH:7])=[CH:5][CH:4]=[CH:3][C:2]=1[CH3:8].[CH:9]1[C:14]([OH:15])=[CH:13][CH:12]=[C:11]([CH3:16])[CH:10]=1, predict the reaction product. The product is: [CH:1]1[C:6]([OH:7])=[CH:5][CH:4]=[CH:3][C:2]=1[CH3:8].[CH:13]1[C:14]([OH:15])=[CH:9][CH:10]=[C:11]([CH3:16])[CH:12]=1. (7) Given the reactants [CH2:1]([O:3][C:4](=[O:15])[C:5](=[CH:11][O:12]CC)[C:6](OCC)=O)[CH3:2].[CH3:16][S:17][C:18](=[NH:20])[NH2:19].CC[O-].[Na+], predict the reaction product. The product is: [CH2:1]([O:3][C:4]([C:5]1[C:11]([OH:12])=[N:19][C:18]([S:17][CH3:16])=[N:20][CH:6]=1)=[O:15])[CH3:2]. (8) Given the reactants Cl[C:2]1[N:7]=[C:6]([C:8]2[N:12]3[CH:13]=[CH:14][CH:15]=[CH:16][C:11]3=[N:10][C:9]=2[C:17]2[CH:18]=[CH:19][C:20]([O:34][CH2:35][CH3:36])=[C:21]([CH:33]=2)[C:22]([NH:24][C:25]2[C:30]([F:31])=[CH:29][CH:28]=[CH:27][C:26]=2[F:32])=[O:23])[CH:5]=[CH:4][N:3]=1.[CH2:37]([C:39]1[C:40]([N:49]2[CH2:54][CH2:53][N:52]([CH2:55][CH2:56][S:57]([CH3:60])(=[O:59])=[O:58])[CH2:51][CH2:50]2)=[CH:41][C:42]([O:46][CH2:47][CH3:48])=[C:43]([NH2:45])[CH:44]=1)[CH3:38].C1(C)C=CC(S(O)(=O)=O)=CC=1.N, predict the reaction product. The product is: [F:32][C:26]1[CH:27]=[CH:28][CH:29]=[C:30]([F:31])[C:25]=1[NH:24][C:22](=[O:23])[C:21]1[CH:33]=[C:17]([C:9]2[N:10]=[C:11]3[CH:16]=[CH:15][CH:14]=[CH:13][N:12]3[C:8]=2[C:6]2[CH:5]=[CH:4][N:3]=[C:2]([NH:45][C:43]3[CH:44]=[C:39]([CH2:37][CH3:38])[C:40]([N:49]4[CH2:54][CH2:53][N:52]([CH2:55][CH2:56][S:57]([CH3:60])(=[O:59])=[O:58])[CH2:51][CH2:50]4)=[CH:41][C:42]=3[O:46][CH2:47][CH3:48])[N:7]=2)[CH:18]=[CH:19][C:20]=1[O:34][CH2:35][CH3:36]. (9) Given the reactants [CH2:1]([C:3]1[N:4]=[C:5]2[C:10]([C:11]([F:14])([F:13])[F:12])=[CH:9][CH:8]=[CH:7][N:6]2[CH:15]=1)[CH3:2].Br[C:17]1[CH:22]=[CH:21][CH:20]=[C:19]([CH2:23][C:24]2[CH:29]=[CH:28][CH:27]=[C:26]([S:30]([CH3:33])(=[O:32])=[O:31])[CH:25]=2)[CH:18]=1, predict the reaction product. The product is: [CH2:1]([C:3]1[N:4]=[C:5]2[C:10]([C:11]([F:13])([F:14])[F:12])=[CH:9][CH:8]=[CH:7][N:6]2[C:15]=1[C:21]1[CH:22]=[CH:17][CH:18]=[C:19]([CH2:23][C:24]2[CH:29]=[CH:28][CH:27]=[C:26]([S:30]([CH3:33])(=[O:31])=[O:32])[CH:25]=2)[CH:20]=1)[CH3:2].